Task: Regression. Given two drug SMILES strings and cell line genomic features, predict the synergy score measuring deviation from expected non-interaction effect.. Dataset: NCI-60 drug combinations with 297,098 pairs across 59 cell lines (1) Drug 1: C1=NC2=C(N=C(N=C2N1C3C(C(C(O3)CO)O)O)F)N. Drug 2: CC12CCC3C(C1CCC2O)C(CC4=C3C=CC(=C4)O)CCCCCCCCCS(=O)CCCC(C(F)(F)F)(F)F. Cell line: HCT-15. Synergy scores: CSS=13.1, Synergy_ZIP=-6.08, Synergy_Bliss=-6.83, Synergy_Loewe=-0.194, Synergy_HSA=-3.72. (2) Drug 1: CC12CCC3C(C1CCC2=O)CC(=C)C4=CC(=O)C=CC34C. Drug 2: CC1C(C(=O)NC(C(=O)N2CCCC2C(=O)N(CC(=O)N(C(C(=O)O1)C(C)C)C)C)C(C)C)NC(=O)C3=C4C(=C(C=C3)C)OC5=C(C(=O)C(=C(C5=N4)C(=O)NC6C(OC(=O)C(N(C(=O)CN(C(=O)C7CCCN7C(=O)C(NC6=O)C(C)C)C)C)C(C)C)C)N)C. Cell line: UO-31. Synergy scores: CSS=31.0, Synergy_ZIP=6.80, Synergy_Bliss=7.50, Synergy_Loewe=6.56, Synergy_HSA=6.41. (3) Drug 1: CNC(=O)C1=CC=CC=C1SC2=CC3=C(C=C2)C(=NN3)C=CC4=CC=CC=N4. Drug 2: CC(C1=C(C=CC(=C1Cl)F)Cl)OC2=C(N=CC(=C2)C3=CN(N=C3)C4CCNCC4)N. Cell line: T-47D. Synergy scores: CSS=-2.01, Synergy_ZIP=1.38, Synergy_Bliss=1.01, Synergy_Loewe=-1.55, Synergy_HSA=-0.890.